The task is: Regression. Given two drug SMILES strings and cell line genomic features, predict the synergy score measuring deviation from expected non-interaction effect.. This data is from NCI-60 drug combinations with 297,098 pairs across 59 cell lines. Drug 1: CC1=C(C=C(C=C1)NC2=NC=CC(=N2)N(C)C3=CC4=NN(C(=C4C=C3)C)C)S(=O)(=O)N.Cl. Drug 2: C(CN)CNCCSP(=O)(O)O. Cell line: PC-3. Synergy scores: CSS=0.234, Synergy_ZIP=-0.156, Synergy_Bliss=-0.560, Synergy_Loewe=0.501, Synergy_HSA=0.442.